Dataset: Reaction yield outcomes from USPTO patents with 853,638 reactions. Task: Predict the reaction yield, written as a fraction of the theoretical maximum amount of product (1.0 means a 100% yield; for example, 0.34 means a 34% yield). (1) The reactants are [F:1][CH:2]1[CH:11](OC)[NH:10][C:9](=O)[C:8]2[N:7]=[CH:6][C:5]([C:15]#[N:16])=[CH:4][C:3]1=2.P(Cl)(Cl)([Cl:19])=O. The catalyst is C(#N)C. The product is [Cl:19][C:9]1[N:10]=[CH:11][C:2]([F:1])=[C:3]2[C:8]=1[N:7]=[CH:6][C:5]([C:15]#[N:16])=[CH:4]2. The yield is 0.563. (2) The reactants are Br[C:2]1[N:11]=[CH:10][CH:9]=[CH:8][C:3]=1[C:4]([O:6][CH3:7])=[O:5].[C:12]([CH:16]1[CH2:21]C(=O)[CH2:19][CH2:18][O:17]1)([CH3:15])([CH3:14])[CH3:13].CC1(C)C2C(=C(P(C3C=CC=CC=3)C3C=CC=CC=3)C=CC=2)OC2C(P(C3C=CC=CC=3)C3C=CC=CC=3)=CC=CC1=2.C([O-])([O-])=O.[Cs+].[Cs+]. The catalyst is C1C=CC(/C=C/C(/C=C/C2C=CC=CC=2)=O)=CC=1.C1C=CC(/C=C/C(/C=C/C2C=CC=CC=2)=O)=CC=1.C1C=CC(/C=C/C(/C=C/C2C=CC=CC=2)=O)=CC=1.[Pd].[Pd].COCCOC. The product is [C:12]([CH:16]1[O:17][CH2:18][C:19]2[C:2]3[C:3](=[CH:8][CH:9]=[CH:10][N:11]=3)[C:4](=[O:5])[O:6][C:7]=2[CH2:21]1)([CH3:15])([CH3:14])[CH3:13]. The yield is 0.0500. (3) The reactants are [F:1][C:2]([F:10])([F:9])[S:3]([O:6][CH2:7][CH3:8])(=[O:5])=[O:4].[S:11]1[C:15]2[CH:16]=[CH:17][CH:18]=[CH:19][C:14]=2[N:13]=[C:12]1[C:20]1[C:28]2[C:23](=[CH:24][N:25]=[CH:26][CH:27]=2)[S:22][C:21]=1[NH:29][C:30](=[O:32])[CH3:31]. The catalyst is ClCCl. The product is [F:1][C:2]([F:10])([F:9])[S:3]([O-:6])(=[O:5])=[O:4].[C:30]([NH:29][C:21]1[S:22][C:23]2=[CH:24][N+:25]([CH2:7][CH3:8])=[CH:26][CH:27]=[C:28]2[C:20]=1[C:12]1[S:11][C:15]2[CH:16]=[CH:17][CH:18]=[CH:19][C:14]=2[N:13]=1)(=[O:32])[CH3:31]. The yield is 0.700. (4) The reactants are [NH:1]1[CH:5]=[C:4]([CH2:6][OH:7])[N:3]=[N:2]1.N1C=CN=C1.[CH3:13][C:14]([Si:17](Cl)([CH3:19])[CH3:18])([CH3:16])[CH3:15]. The catalyst is C(Cl)Cl. The product is [Si:17]([O:7][CH2:6][C:4]1[N:3]=[N:2][NH:1][CH:5]=1)([C:14]([CH3:16])([CH3:15])[CH3:13])([CH3:19])[CH3:18]. The yield is 0.710. (5) The reactants are [Cl:1][C:2]1[CH:7]=[C:6]([Cl:8])[C:5]([O:9][CH3:10])=[CH:4][C:3]=1[NH:11][C:12]1[C:21]2[C:16](=[CH:17][C:18](I)=[C:19]([O:22][CH3:23])[CH:20]=2)[N:15]=[CH:14][C:13]=1[C:25]#[N:26].[CH2:27]([N:31]1[CH2:36][CH2:35][N:34]([CH3:37])[CH2:33][CH2:32]1)[CH2:28][C:29]#[CH:30].C1(P(C2C=CC=CC=2)C2C=CC=CC=2)C=CC=CC=1.C(OCC)(=O)C. The catalyst is C(N(CC)CC)C.CN1CCCC1=O.Cl[Pd](Cl)([P](C1C=CC=CC=1)(C1C=CC=CC=1)C1C=CC=CC=1)[P](C1C=CC=CC=1)(C1C=CC=CC=1)C1C=CC=CC=1.[Cu](I)I.O. The product is [Cl:1][C:2]1[CH:7]=[C:6]([Cl:8])[C:5]([O:9][CH3:10])=[CH:4][C:3]=1[NH:11][C:12]1[C:21]2[C:16](=[CH:17][C:18]([C:30]#[C:29][CH2:28][CH2:27][N:31]3[CH2:32][CH2:33][N:34]([CH3:37])[CH2:35][CH2:36]3)=[C:19]([O:22][CH3:23])[CH:20]=2)[N:15]=[CH:14][C:13]=1[C:25]#[N:26]. The yield is 0.370. (6) The product is [Cl:12][C:9]1[N:10]=[C:11]2[C:6](=[CH:7][CH:8]=1)[N:5]=[CH:4][C:3]([C:13](=[O:15])[CH3:14])=[C:2]2[NH:28][C:26]1[CH:25]=[N:24][N:23]([CH:20]2[CH2:21][CH2:22][N:17]([CH3:16])[CH2:18][CH2:19]2)[CH:27]=1. No catalyst specified. The yield is 0.760. The reactants are Cl[C:2]1[C:11]2[C:6](=[CH:7][CH:8]=[C:9]([Cl:12])[N:10]=2)[N:5]=[CH:4][C:3]=1[C:13](=[O:15])[CH3:14].[CH3:16][N:17]1[CH2:22][CH2:21][CH:20]([N:23]2[CH:27]=[C:26]([NH2:28])[CH:25]=[N:24]2)[CH2:19][CH2:18]1. (7) The yield is 0.870. The catalyst is C(Cl)(Cl)Cl.[O-2].[O-2].[Mn+4]. The reactants are [CH:1]1([NH:7][C:8]2[C:13]([CH2:14][OH:15])=[CH:12][N:11]=[C:10]3[N:16]([S:19]([C:22]4[CH:28]=[CH:27][C:25]([CH3:26])=[CH:24][CH:23]=4)(=[O:21])=[O:20])[CH:17]=[CH:18][C:9]=23)[CH2:6][CH2:5][CH2:4][CH2:3][CH2:2]1. The product is [CH:1]1([NH:7][C:8]2[C:13]([CH:14]=[O:15])=[CH:12][N:11]=[C:10]3[N:16]([S:19]([C:22]4[CH:23]=[CH:24][C:25]([CH3:26])=[CH:27][CH:28]=4)(=[O:21])=[O:20])[CH:17]=[CH:18][C:9]=23)[CH2:2][CH2:3][CH2:4][CH2:5][CH2:6]1. (8) The reactants are C(NC)C1C=CC=CC=1.[CH3:10][NH:11][CH2:12][C:13]1[CH:22]=[CH:21][C:20]2[C:15](=CC=CC=2)[C:14]=1CCC.Cl.[O:27]=[C:28]1[NH:37][C:36]2[N:35]=[CH:34][C:33](/[CH:38]=[CH:39]/[C:40](O)=[O:41])=[CH:32][C:31]=2[CH2:30][CH2:29]1.Cl.CN1CC2C=C(/C=C/C(O)=O)C=NC=2NC(=O)C1. No catalyst specified. The product is [CH2:12]([N:11]([CH3:10])[C:40](=[O:41])/[CH:39]=[CH:38]/[C:33]1[CH:34]=[N:35][C:36]2[NH:37][C:28](=[O:27])[CH2:29][CH2:30][C:31]=2[CH:32]=1)[C:13]1[CH:14]=[CH:15][CH:20]=[CH:21][CH:22]=1. The yield is 0.930. (9) The reactants are [C:1]1([CH:7]([N:19]2[CH2:23][CH2:22][CH2:21][CH2:20]2)[C:8]([O:10][C@@H:11]2[CH:16]3[CH2:17][CH2:18][N:13]([CH2:14][CH2:15]3)[CH2:12]2)=[O:9])[CH:6]=[CH:5][CH:4]=[CH:3][CH:2]=1.[Cl:24][CH2:25][C:26]([C:28]1[CH:33]=[CH:32][CH:31]=[CH:30][CH:29]=1)=[O:27]. The catalyst is C(OCC)(=O)C. The product is [Cl-:24].[O:27]=[C:26]([C:28]1[CH:33]=[CH:32][CH:31]=[CH:30][CH:29]=1)[CH2:25][N+:13]12[CH2:18][CH2:17][CH:16]([CH2:15][CH2:14]1)[C@@H:11]([O:10][C:8](=[O:9])[CH:7]([C:1]1[CH:6]=[CH:5][CH:4]=[CH:3][CH:2]=1)[N:19]1[CH2:23][CH2:22][CH2:21][CH2:20]1)[CH2:12]2. The yield is 0.578.